From a dataset of Peptide-MHC class II binding affinity with 134,281 pairs from IEDB. Regression. Given a peptide amino acid sequence and an MHC pseudo amino acid sequence, predict their binding affinity value. This is MHC class II binding data. (1) The MHC is DRB1_0405 with pseudo-sequence DRB1_0405. The peptide sequence is SDANTEYERLLSMLN. The binding affinity (normalized) is 0.802. (2) The peptide sequence is KVRSHAAIGAYLEEQ. The MHC is DRB1_0404 with pseudo-sequence DRB1_0404. The binding affinity (normalized) is 0.689. (3) The peptide sequence is IAATAGTTVYGAFAA. The MHC is HLA-DPA10103-DPB10601 with pseudo-sequence HLA-DPA10103-DPB10601. The binding affinity (normalized) is 0. (4) The peptide sequence is EKKMFAATQFEPLAA. The MHC is HLA-DQA10301-DQB10302 with pseudo-sequence HLA-DQA10301-DQB10302. The binding affinity (normalized) is 0.394. (5) The peptide sequence is ALTEALRVIAGAFEV. The MHC is DRB1_0701 with pseudo-sequence DRB1_0701. The binding affinity (normalized) is 0.804.